This data is from Peptide-MHC class I binding affinity with 185,985 pairs from IEDB/IMGT. The task is: Regression. Given a peptide amino acid sequence and an MHC pseudo amino acid sequence, predict their binding affinity value. This is MHC class I binding data. (1) The peptide sequence is IQDEIVAAY. The MHC is HLA-A11:01 with pseudo-sequence HLA-A11:01. The binding affinity (normalized) is 0.0847. (2) The peptide sequence is YIWIKNLETY. The MHC is HLA-A31:01 with pseudo-sequence HLA-A31:01. The binding affinity (normalized) is 0.310. (3) The peptide sequence is KELNIGRTF. The MHC is HLA-B35:01 with pseudo-sequence HLA-B35:01. The binding affinity (normalized) is 0.0847. (4) The peptide sequence is ETITEKTFK. The MHC is HLA-A31:01 with pseudo-sequence HLA-A31:01. The binding affinity (normalized) is 0.283. (5) The peptide sequence is LSLSLGAHQK. The MHC is HLA-A02:01 with pseudo-sequence HLA-A02:01. The binding affinity (normalized) is 0.335. (6) The MHC is HLA-A68:02 with pseudo-sequence HLA-A68:02. The binding affinity (normalized) is 0.0682. The peptide sequence is HINSPFKVI.